Task: Binary Classification. Given a T-cell receptor sequence (or CDR3 region) and an epitope sequence, predict whether binding occurs between them.. Dataset: TCR-epitope binding with 47,182 pairs between 192 epitopes and 23,139 TCRs (1) The epitope is VTIAEILLI. The TCR CDR3 sequence is CASSLSGHSNQPQHF. Result: 1 (the TCR binds to the epitope). (2) The epitope is MPASWVMRI. The TCR CDR3 sequence is CASGTGDSNQPQHF. Result: 0 (the TCR does not bind to the epitope). (3) The TCR CDR3 sequence is CASSLRDRGHEQYF. Result: 1 (the TCR binds to the epitope). The epitope is AYAQKIFKI. (4) The epitope is QARQMVQAMRTIGTHP. The TCR CDR3 sequence is CSARDLGGNYNSPLHF. Result: 1 (the TCR binds to the epitope). (5) The epitope is PKYVKQNTLKLAT. The TCR CDR3 sequence is CSAIGPGRFETQYF. Result: 1 (the TCR binds to the epitope). (6) The epitope is VLAWLYAAV. The TCR CDR3 sequence is CSGRADTQYF. Result: 0 (the TCR does not bind to the epitope). (7) Result: 0 (the TCR does not bind to the epitope). The TCR CDR3 sequence is CASSKLNTDTQYF. The epitope is KPLEFGATSAAL. (8) The epitope is ELAGIGILTV. The TCR CDR3 sequence is CASSSSLGDTQYF. Result: 1 (the TCR binds to the epitope). (9) The epitope is PKYVKQNTLKLAT. The TCR CDR3 sequence is CASSLLGNEQFF. Result: 1 (the TCR binds to the epitope).